Dataset: Reaction yield outcomes from USPTO patents with 853,638 reactions. Task: Predict the reaction yield, written as a fraction of the theoretical maximum amount of product (1.0 means a 100% yield; for example, 0.34 means a 34% yield). No catalyst specified. The reactants are [F:1][C:2]1[CH:7]=[CH:6][CH:5]=[CH:4][C:3]=1[N:8]=[C:9]=[O:10].[NH2:11][C:12]1[CH:17]=[CH:16][C:15]([C:18]2[CH:22]=[C:21]([C:23](=[S:33])[NH:24][C@H:25]([CH:30]([CH3:32])[CH3:31])[C:26]([O:28][CH3:29])=[O:27])[O:20][N:19]=2)=[CH:14][CH:13]=1. The product is [F:1][C:2]1[CH:7]=[CH:6][CH:5]=[CH:4][C:3]=1[NH:8][C:9](=[O:10])[NH:11][C:12]1[CH:17]=[CH:16][C:15]([C:18]2[CH:22]=[C:21]([C:23](=[S:33])[NH:24][C@H:25]([CH:30]([CH3:31])[CH3:32])[C:26]([O:28][CH3:29])=[O:27])[O:20][N:19]=2)=[CH:14][CH:13]=1. The yield is 0.650.